This data is from Full USPTO retrosynthesis dataset with 1.9M reactions from patents (1976-2016). The task is: Predict the reactants needed to synthesize the given product. (1) Given the product [CH:1]([N:14]1[CH2:17][CH:16]([O:18][C:19]2[CH:24]=[CH:23][CH:22]=[CH:21][C:20]=2[N:26]2[CH2:31][CH2:30][NH:29][CH2:28][CH2:27]2)[CH2:15]1)([C:8]1[CH:13]=[CH:12][CH:11]=[CH:10][CH:9]=1)[C:2]1[CH:7]=[CH:6][CH:5]=[CH:4][CH:3]=1, predict the reactants needed to synthesize it. The reactants are: [CH:1]([N:14]1[CH2:17][CH:16]([O:18][C:19]2[CH:24]=[CH:23][CH:22]=[CH:21][C:20]=2Br)[CH2:15]1)([C:8]1[CH:13]=[CH:12][CH:11]=[CH:10][CH:9]=1)[C:2]1[CH:7]=[CH:6][CH:5]=[CH:4][CH:3]=1.[NH:26]1[CH2:31][CH2:30][NH:29][CH2:28][CH2:27]1.C1C=CC(P(C2C(C3C(P(C4C=CC=CC=4)C4C=CC=CC=4)=CC=C4C=3C=CC=C4)=C3C(C=CC=C3)=CC=2)C2C=CC=CC=2)=CC=1.CC(C)([O-])C.[Na+]. (2) Given the product [Cl:11][C:12]1[C:21]2[N:22]=[C:23]([CH2:30][O:31][CH2:32][CH3:33])[N:24]([CH2:25][CH2:26][CH2:27][C:28]3[O:1][N:2]=[C:3]([C:4]4[CH:9]=[CH:8][CH:7]=[CH:6][CH:5]=4)[CH:29]=3)[C:20]=2[C:19]2[CH:18]=[CH:17][CH:16]=[CH:15][C:14]=2[N:13]=1, predict the reactants needed to synthesize it. The reactants are: [OH:1][N:2]=[C:3](Cl)[C:4]1[CH:9]=[CH:8][CH:7]=[CH:6][CH:5]=1.[Cl:11][C:12]1[C:21]2[N:22]=[C:23]([CH2:30][O:31][CH2:32][CH3:33])[N:24]([CH2:25][CH2:26][CH2:27][C:28]#[CH:29])[C:20]=2[C:19]2[CH:18]=[CH:17][CH:16]=[CH:15][C:14]=2[N:13]=1.C(N(CC)CC)C.